From a dataset of Full USPTO retrosynthesis dataset with 1.9M reactions from patents (1976-2016). Predict the reactants needed to synthesize the given product. (1) The reactants are: [F:1][C:2]1[CH:3]=[C:4]([C:9]2([OH:14])[CH2:13][CH2:12][NH:11][CH2:10]2)[CH:5]=[C:6]([F:8])[CH:7]=1.C(=O)([O-])[O-].[K+].[K+].Br[CH2:22][CH:23]([CH3:25])[CH3:24].C(=O)([O-])[O-].[Na+].[Na+]. Given the product [F:1][C:2]1[CH:3]=[C:4]([C:9]2([OH:14])[CH2:13][CH2:12][N:11]([CH2:22][CH:23]([CH3:25])[CH3:24])[CH2:10]2)[CH:5]=[C:6]([F:8])[CH:7]=1, predict the reactants needed to synthesize it. (2) Given the product [OH:8][CH:7]([C:6]1[CH:9]=[CH:10][CH:11]=[C:4]([N+:1]([O-:3])=[O:2])[CH:5]=1)[C:16]#[N:17], predict the reactants needed to synthesize it. The reactants are: [N+:1]([C:4]1[CH:5]=[C:6]([CH:9]=[CH:10][CH:11]=1)[CH:7]=[O:8])([O-:3])=[O:2].C[Si]([C:16]#[N:17])(C)C.Cl.C(OCC)C. (3) Given the product [C:12]([O:11][C:9]([N:7]1[C@H:6]([CH3:16])[CH2:5][CH2:4][C@@H:3]([C:2]([OH:29])=[O:1])[CH2:8]1)=[O:10])([CH3:15])([CH3:14])[CH3:13], predict the reactants needed to synthesize it. The reactants are: [OH:1][CH2:2][C@H:3]1[CH2:8][N:7]([C:9]([O:11][C:12]([CH3:15])([CH3:14])[CH3:13])=[O:10])[C@H:6]([CH3:16])[CH2:5][CH2:4]1.CC1(C)N([O])C(C)(C)CCC1.P([O-])([O-])([O-])=[O:29].[Na+].[Na+].[Na+].Cl([O-])=O.[Na+].Cl[O-].[Na+]. (4) Given the product [C:39]([C:38]1[CH:41]=[C:34]([CH:35]=[CH:36][C:37]=1[C:42]([F:43])([F:44])[F:45])[O:33][C:32]1[CH:46]=[CH:47][C:29]([C:2]2[N:7]=[C:6](/[CH:8]=[CH:9]/[C:10]([O:12][CH2:13][CH3:14])=[O:11])[CH:5]=[CH:4][CH:3]=2)=[CH:30][CH:31]=1)#[N:40], predict the reactants needed to synthesize it. The reactants are: Br[C:2]1[N:7]=[C:6](/[CH:8]=[CH:9]/[C:10]([O:12][CH2:13][CH3:14])=[O:11])[CH:5]=[CH:4][CH:3]=1.C([O-])([O-])=O.[K+].[K+].CC1(C)C(C)(C)OB([C:29]2[CH:47]=[CH:46][C:32]([O:33][C:34]3[CH:35]=[CH:36][C:37]([C:42]([F:45])([F:44])[F:43])=[C:38]([CH:41]=3)[C:39]#[N:40])=[CH:31][CH:30]=2)O1. (5) The reactants are: [F:1][C:2]([F:13])([F:12])[CH2:3][C:4]1[S:8][CH:7]=[C:6]([C:9]([OH:11])=O)[CH:5]=1.CN(C(ON1N=NC2C=CC=NC1=2)=[N+](C)C)C.F[P-](F)(F)(F)(F)F.C(N(CC)CC)C.[NH:45]1[CH:54]2[CH:49]([CH2:50][CH2:51][CH2:52][CH2:53]2)[CH2:48][CH2:47][CH2:46]1. Given the product [N:45]1([C:9]([C:6]2[CH:5]=[C:4]([CH2:3][C:2]([F:1])([F:13])[F:12])[S:8][CH:7]=2)=[O:11])[C@@H:54]2[C@@H:49]([CH2:50][CH2:51][CH2:52][CH2:53]2)[CH2:48][CH2:47][CH2:46]1, predict the reactants needed to synthesize it.